Dataset: Full USPTO retrosynthesis dataset with 1.9M reactions from patents (1976-2016). Task: Predict the reactants needed to synthesize the given product. (1) Given the product [CH3:8][C:5]1[N:4]=[C:3]([OH:9])[C:2]([C:18]2[CH2:27][CH2:26][C:21]3([O:25][CH2:24][CH2:23][O:22]3)[CH2:20][CH:19]=2)=[CH:7][N:6]=1, predict the reactants needed to synthesize it. The reactants are: Br[C:2]1[C:3]([OH:9])=[N:4][C:5]([CH3:8])=[N:6][CH:7]=1.CC1(C)C(C)(C)OB([C:18]2[CH2:27][CH2:26][C:21]3([O:25][CH2:24][CH2:23][O:22]3)[CH2:20][CH:19]=2)O1.C([O-])([O-])=O.[K+].[K+]. (2) Given the product [CH2:48]([O:47][C:45]([C:2]1[C:11]2[C:6](=[CH:7][CH:8]=[CH:9][CH:10]=2)[C:5]([CH3:12])=[C:4]([N:13]([CH2:28][C:29]2[CH:34]=[CH:33][C:32]([O:35][C:36]([F:39])([F:38])[F:37])=[CH:31][CH:30]=2)[S:14]([C:17]2[CH:27]=[CH:26][C:20]([C:21]([O:23][CH2:24][CH3:25])=[O:22])=[CH:19][CH:18]=2)(=[O:16])=[O:15])[N:3]=1)=[CH2:46])[CH3:49], predict the reactants needed to synthesize it. The reactants are: Br[C:2]1[C:11]2[C:6](=[CH:7][CH:8]=[CH:9][CH:10]=2)[C:5]([CH3:12])=[C:4]([N:13]([CH2:28][C:29]2[CH:34]=[CH:33][C:32]([O:35][C:36]([F:39])([F:38])[F:37])=[CH:31][CH:30]=2)[S:14]([C:17]2[CH:27]=[CH:26][C:20]([C:21]([O:23][CH2:24][CH3:25])=[O:22])=[CH:19][CH:18]=2)(=[O:16])=[O:15])[N:3]=1.C([Sn](CCCC)(CCCC)[C:45]([O:47][CH2:48][CH3:49])=[CH2:46])CCC. (3) Given the product [Br:1][C:2]1[CH:3]=[CH:4][C:5]([N:9]2[C:17]([CH3:16])=[CH:12][C:13]([CH3:14])=[N:10]2)=[C:6]([OH:8])[CH:7]=1, predict the reactants needed to synthesize it. The reactants are: [Br:1][C:2]1[CH:3]=[CH:4][C:5]([NH:9][NH2:10])=[C:6]([OH:8])[CH:7]=1.C[C:12]1[CH:17]=[CH:16]C(S([O-])(=O)=O)=[CH:14][CH:13]=1.C(CC(=O)C)(=O)C. (4) Given the product [ClH:16].[CH3:1][C:2]1[CH:11]=[CH:10][C:9]([CH3:12])=[C:8]2[C:3]=1[CH2:4][CH2:5][C:6]([C:17]1[CH:18]=[C:19]([CH2:23][N:24]3[CH:28]=[CH:27][N:26]=[C:25]3[CH3:29])[N:20]=[N:21][CH:22]=1)=[CH:7]2, predict the reactants needed to synthesize it. The reactants are: [CH3:1][C:2]1[CH:11]=[CH:10][C:9]([CH3:12])=[C:8]2[C:3]=1[CH2:4][CH2:5][C:6](B(O)O)=[CH:7]2.[Cl:16][C:17]1[CH:18]=[C:19]([CH2:23][N:24]2[CH:28]=[CH:27][N:26]=[C:25]2[CH3:29])[N:20]=[N:21][CH:22]=1. (5) Given the product [Br:1][C:2]1[CH:7]=[C:6]([Cl:8])[CH:5]=[CH:4][C:3]=1[O:9][C:14]([CH3:16])([CH3:15])[C:13]([O:12][CH2:10][CH3:11])=[O:18], predict the reactants needed to synthesize it. The reactants are: [Br:1][C:2]1[CH:7]=[C:6]([Cl:8])[CH:5]=[CH:4][C:3]=1[OH:9].[CH2:10]([O:12][C:13](=[O:18])[C:14](Br)([CH3:16])[CH3:15])[CH3:11].C([O-])([O-])=O.[K+].[K+].O. (6) Given the product [OH:8][C:6]1[N:5]=[C:4]2[NH:9][N:10]=[C:11]([O:12][C:21]([N:18]3[CH2:17][CH2:16][CH:15]([C:14]([F:24])([F:13])[F:25])[CH2:20][CH2:19]3)=[O:22])[C:3]2=[C:2]([CH3:1])[CH:7]=1, predict the reactants needed to synthesize it. The reactants are: [CH3:1][C:2]1[CH:7]=[C:6]([OH:8])[N:5]=[C:4]2[NH:9][N:10]=[C:11]([OH:12])[C:3]=12.[F:13][C:14]([F:25])([F:24])[CH:15]1[CH2:20][CH2:19][N:18]([C:21](Cl)=[O:22])[CH2:17][CH2:16]1.C(N(CC)CC)C.